Dataset: Forward reaction prediction with 1.9M reactions from USPTO patents (1976-2016). Task: Predict the product of the given reaction. (1) Given the reactants [Si:1]([O:18][CH2:19][C:20]([CH3:26])([CH3:25])[C:21]([O:23]C)=[O:22])([C:14]([CH3:17])([CH3:16])[CH3:15])([C:8]1[CH:13]=[CH:12][CH:11]=[CH:10][CH:9]=1)[C:2]1[CH:7]=[CH:6][CH:5]=[CH:4][CH:3]=1.[OH-].[Na+].Cl, predict the reaction product. The product is: [Si:1]([O:18][CH2:19][C:20]([CH3:26])([CH3:25])[C:21]([OH:23])=[O:22])([C:14]([CH3:17])([CH3:15])[CH3:16])([C:8]1[CH:13]=[CH:12][CH:11]=[CH:10][CH:9]=1)[C:2]1[CH:3]=[CH:4][CH:5]=[CH:6][CH:7]=1. (2) Given the reactants [F:1][CH:2]([CH2:15][O:16][C:17]1[CH:22]=[CH:21][CH:20]=[C:19]([C:23]([F:26])([F:25])[F:24])[CH:18]=1)[CH2:3][CH2:4][CH:5]1[CH:12]2[CH:8]([O:9][C:10](=[O:13])[CH2:11]2)[CH2:7][CH:6]1[OH:14].[O:27]1[CH:32]=[CH:31][CH2:30][CH2:29][CH2:28]1.O.C1(C)C=CC(S(O)(=O)=O)=CC=1.C(=O)(O)[O-].[Na+], predict the reaction product. The product is: [F:1][CH:2]([CH2:15][O:16][C:17]1[CH:22]=[CH:21][CH:20]=[C:19]([C:23]([F:26])([F:24])[F:25])[CH:18]=1)[CH2:3][CH2:4][CH:5]1[CH:12]2[CH:8]([O:9][C:10](=[O:13])[CH2:11]2)[CH2:7][CH:6]1[O:14][CH:28]1[CH2:29][CH2:30][CH2:31][CH2:32][O:27]1. (3) Given the reactants [OH:1][CH2:2][C:3]12[CH2:12][CH:7]3[CH2:8][CH:9]([CH2:11][CH:5]([CH2:6]3)[CH2:4]1)[CH2:10]2.[C:13](N1C=CN=C1)(N1C=CN=C1)=[O:14].Cl.[NH2:26][C@@H:27]([CH2:35][NH:36][C:37]([O:39][C:40]([CH3:43])([CH3:42])[CH3:41])=[O:38])[C:28]([O:30][C:31]([CH3:34])([CH3:33])[CH3:32])=[O:29].C(N(C(C)C)CC)(C)C, predict the reaction product. The product is: [C:3]12([CH2:2][O:1][C:13]([NH:26][C@@H:27]([CH2:35][NH:36][C:37]([O:39][C:40]([CH3:43])([CH3:42])[CH3:41])=[O:38])[C:28]([O:30][C:31]([CH3:33])([CH3:34])[CH3:32])=[O:29])=[O:14])[CH2:12][CH:7]3[CH2:6][CH:5]([CH2:11][CH:9]([CH2:8]3)[CH2:10]1)[CH2:4]2. (4) Given the reactants [O-:1][N+:2]1[C:7]2[CH:8]=[CH:9][CH:10]=[CH:11][C:6]=2[N+:5]([O-:12])=[C:4]([NH:13][CH2:14][CH2:15][CH2:16][CH2:17][CH2:18][CH2:19][NH2:20])[N:3]=1.[N-]1C=CN=C1.[CH:26]1[C:39]2[C:30](=[N:31][C:32]3[C:37]([CH:38]=2)=[CH:36][CH:35]=[CH:34][CH:33]=3)[C:29]([C:40](O)=[O:41])=[CH:28][CH:27]=1, predict the reaction product. The product is: [O-:1][N+:2]1[C:7]2[CH:8]=[CH:9][CH:10]=[CH:11][C:6]=2[N+:5]([O-:12])=[C:4]([NH:13][CH2:14][CH2:15][CH2:16][CH2:17][CH2:18][CH2:19][NH:20][C:40]([C:29]2[C:30]3[C:39](=[CH:38][C:37]4[C:32]([N:31]=3)=[CH:33][CH:34]=[CH:35][CH:36]=4)[CH:26]=[CH:27][CH:28]=2)=[O:41])[N:3]=1. (5) Given the reactants [CH3:1][C:2]1([CH3:16])[CH2:7][C:6](=[O:8])[CH2:5][CH2:4][N:3]1[C:9]([O:11][C:12]([CH3:15])([CH3:14])[CH3:13])=[O:10].[Na].C1C=CC(N[S:25]([C:28]([F:31])([F:30])[F:29])(=[O:27])=[O:26])=CC=1, predict the reaction product. The product is: [CH3:1][C:2]1([CH3:16])[CH2:7][C:6]([O:8][S:25]([C:28]([F:31])([F:30])[F:29])(=[O:27])=[O:26])=[CH:5][CH2:4][N:3]1[C:9]([O:11][C:12]([CH3:15])([CH3:14])[CH3:13])=[O:10]. (6) Given the reactants [O:1]=[C:2]1[N:7]=[C:6]([NH:8][C:9](=[O:17])[CH2:10][C:11]2[CH:16]=[CH:15][CH:14]=[CH:13][CH:12]=2)[CH:5]=[CH:4][NH:3]1.[C:18]([O-:21])([O-])=O.[K+].[K+].Br[CH2:25][CH2:26][CH2:27][CH2:28]Br, predict the reaction product. The product is: [CH2:25]([N:3]1[CH:4]=[CH:5][C:6]([NH:8][C:9](=[O:17])[CH2:10][C:11]2[CH:16]=[CH:15][CH:14]=[CH:13][CH:12]=2)=[N:7][C:18]1=[O:21])[CH2:26][CH2:27][CH2:28][N:3]1[CH:4]=[CH:5][C:6]([NH:8][C:9](=[O:17])[CH2:10][C:11]2[CH:16]=[CH:15][CH:14]=[CH:13][CH:12]=2)=[N:7][C:2]1=[O:1]. (7) Given the reactants [O:1]=[C:2]1[C:7]([CH:8]([NH:10]C(=O)C)[CH3:9])=[N:6][N:5]=[C:4]([C:14]2[CH:15]=[N:16][CH:17]=[CH:18][CH:19]=2)[NH:3]1, predict the reaction product. The product is: [NH2:10][CH:8]([C:7]1[C:2](=[O:1])[NH:3][C:4]([C:14]2[CH:15]=[N:16][CH:17]=[CH:18][CH:19]=2)=[N:5][N:6]=1)[CH3:9]. (8) Given the reactants I[C:2]1[CH:3]=[CH:4][C:5]([O:18][CH3:19])=[C:6]([C:8]23[CH2:17][CH:12]4[CH2:13][CH:14]([CH2:16][CH:10]([CH2:11]4)[CH2:9]2)[CH2:15]3)[CH:7]=1.BrC1C=CC(OC)=C(C23CC4CC(CC(C4)C2)C3)C=1.[Li]CCCC.[B:44](OC(C)C)([O:49]C(C)C)[O:45]C(C)C.Cl, predict the reaction product. The product is: [C:8]12([C:6]3[CH:7]=[C:2]([B:44]([OH:49])[OH:45])[CH:3]=[CH:4][C:5]=3[O:18][CH3:19])[CH2:15][CH:14]3[CH2:16][CH:10]([CH2:11][CH:12]([CH2:13]3)[CH2:17]1)[CH2:9]2. (9) Given the reactants CO[CH:3](OC)[N:4]([CH3:6])[CH3:5].[CH3:9][O:10][C:11](=[O:18])[C:12]([C:16]#[N:17])=[C:13]([CH3:15])[CH3:14], predict the reaction product. The product is: [CH3:9][O:10][C:11](=[O:18])[C:12]([C:16]#[N:17])=[C:13]([CH3:15])[CH:14]=[CH:3][N:4]([CH3:5])[CH3:6].